From a dataset of Full USPTO retrosynthesis dataset with 1.9M reactions from patents (1976-2016). Predict the reactants needed to synthesize the given product. (1) Given the product [CH2:1]([O:2][CH2:3][C@H:4]1[CH2:56][CH2:55][CH2:60][N:5]1[C:10]1[N:15]=[CH:14][N:13]=[C:12]([NH:16][C:17]2[CH:18]=[C:19]([CH2:23][S:24]([NH2:27])(=[O:25])=[O:26])[CH:20]=[CH:21][CH:22]=2)[N:11]=1)[C:41]1[CH:36]=[CH:37][CH:38]=[CH:39][CH:40]=1, predict the reactants needed to synthesize it. The reactants are: [CH3:1][O:2][CH2:3][CH:4]1CCCC[N:5]1[C:10]1[N:15]=[CH:14][N:13]=[C:12]([NH:16][C:17]2[CH:18]=[C:19]([CH2:23][S:24]([NH2:27])(=[O:26])=[O:25])[CH:20]=[CH:21][CH:22]=2)[N:11]=1.ClC1N=CN=C(N[C:36]2[CH:37]=[C:38](CS(N)(=O)=O)[CH:39]=[CH:40][CH:41]=2)N=1.ClC1N=CN=C(N[C:55]2[CH:56]=C(CCS(N)(=O)=O)C=C[CH:60]=2)N=1. (2) The reactants are: [Br:1][C:2]1[C:3]([CH:11]([CH3:13])[CH3:12])=[N:4][C:5]([OH:10])=[C:6]([CH:9]=1)[C:7]#[N:8].[CH2:14](N(CC)CC)C.[F:21][C:22]([F:35])([F:34])[S:23](O[S:23]([C:22]([F:35])([F:34])[F:21])(=[O:25])=[O:24])(=[O:25])=[O:24]. Given the product [F:21][C:22]([F:35])([F:34])[S:23]([O:10][C:5]1[C:6]([C:7]#[N:8])=[C:9]([CH3:14])[C:2]([Br:1])=[C:3]([CH:11]2[CH2:13][CH2:12]2)[N:4]=1)(=[O:25])=[O:24], predict the reactants needed to synthesize it. (3) Given the product [CH2:1]([O:3][C:4]1[CH:11]=[C:10]([C:12]2[CH:17]=[C:16]([N:18]3[CH2:22][CH2:21][CH2:20][C@H:19]3[CH3:23])[N:15]=[C:14]([NH:24][CH3:25])[N:13]=2)[CH:9]=[C:8]2[C:5]=1[C:6]([NH2:7])=[N:39][NH:40]2)[CH3:2], predict the reactants needed to synthesize it. The reactants are: [CH2:1]([O:3][C:4]1[CH:11]=[C:10]([C:12]2[CH:17]=[C:16]([N:18]3[CH2:22][CH2:21][CH2:20][C@H:19]3[CH3:23])[N:15]=[C:14]([NH:24][CH3:25])[N:13]=2)[CH:9]=[C:8](F)[C:5]=1[C:6]#[N:7])[CH3:2].CCO.CCN(C(C)C)C(C)C.[NH2:39][NH2:40]. (4) Given the product [CH3:34][O:33][C:22]1[CH:21]=[C:20]([NH:19][C:8]2[N:7]=[C:6]([C:4](=[O:3])[CH3:5])[CH:11]=[C:10]([CH2:12][O:13][CH2:14][C:15]([F:16])([F:17])[F:18])[N:9]=2)[CH:25]=[CH:24][C:23]=1[N:26]1[CH:30]=[C:29]([O:31][CH3:32])[N:28]=[CH:27]1, predict the reactants needed to synthesize it. The reactants are: C([O:3][C:4]([C:6]1[CH:11]=[C:10]([CH2:12][O:13][CH2:14][C:15]([F:18])([F:17])[F:16])[N:9]=[C:8]([NH:19][C:20]2[CH:25]=[CH:24][C:23]([N:26]3[CH:30]=[C:29]([O:31][CH3:32])[N:28]=[CH:27]3)=[C:22]([O:33][CH3:34])[CH:21]=2)[N:7]=1)=[CH2:5])C.Cl.C(=O)(O)[O-].[Na+]. (5) Given the product [CH3:1][O:2][C:3]([C@H:5]([C:6]1[CH:11]=[CH:10][CH:9]=[CH:8][CH:7]=1)[C@@H:12]1[NH:17][CH2:16][CH2:15][CH2:14][CH2:13]1)=[O:4], predict the reactants needed to synthesize it. The reactants are: [CH3:1][O:2][C:3]([CH:5]([CH:12]1[NH:17][CH2:16][CH2:15][CH2:14][CH2:13]1)[C:6]1[CH:7]=[CH:8][CH:9]=[CH:10][CH:11]=1)=[O:4].OC1O[C@H](CO)[C@@H](O[C@@H]2O[C@H](CO)[C@H](O)[C@H](O)[C@H]2O)[C@H](O)[C@H]1O.C(O)[C@H]1O[C@H](O[C@]2(CO)O[C@H](CO)[C@@H](O)[C@@H]2O)[C@H](O)[C@@H](O)[C@@H]1O. (6) Given the product [NH2:9][C:3]1[N:4]=[CH:5][N:6]=[C:7]([NH:10][C@H:11]2[CH2:16][CH2:15][CH2:14][C@H:13]([NH:17][C:18](=[O:24])[CH:41]=[CH2:42])[CH2:12]2)[C:2]=1[C:29]1[CH:30]=[CH:31][C:26]([O:25][C:32]2[CH:37]=[CH:36][CH:35]=[CH:34][CH:33]=2)=[CH:27][CH:28]=1, predict the reactants needed to synthesize it. The reactants are: Cl[C:2]1[C:3]([NH2:9])=[N:4][CH:5]=[N:6][C:7]=1Cl.[NH2:10][C@@H:11]1[CH2:16][CH2:15][CH2:14][C@H:13]([NH:17][C:18](=[O:24])OC(C)(C)C)[CH2:12]1.[O:25]([C:32]1[CH:37]=[CH:36][C:35](B(O)O)=[CH:34][CH:33]=1)[C:26]1[CH:31]=[CH:30][CH:29]=[CH:28][CH:27]=1.[C:41](Cl)(=O)[CH:42]=C.